From a dataset of Forward reaction prediction with 1.9M reactions from USPTO patents (1976-2016). Predict the product of the given reaction. (1) Given the reactants [Br:1][C:2]1[CH:7]=[CH:6][C:5]([S:8](Cl)(=[O:10])=[O:9])=[CH:4][CH:3]=1.Cl.[CH3:13][C:14]1([OH:19])[CH2:18][CH2:17][NH:16][CH2:15]1.CCN(C(C)C)C(C)C, predict the reaction product. The product is: [Br:1][C:2]1[CH:7]=[CH:6][C:5]([S:8]([N:16]2[CH2:17][CH2:18][C:14]([CH3:13])([OH:19])[CH2:15]2)(=[O:10])=[O:9])=[CH:4][CH:3]=1. (2) Given the reactants C([O:8][C:9]([C@@H:11]1[CH2:15][C@@H:14]([F:16])[CH2:13][N:12]1[C:17](=[O:31])[NH:18][C:19]1[C:27]2[C:22](=[CH:23][CH:24]=[CH:25][CH:26]=2)[N:21]([C:28](=[O:30])[NH2:29])[CH:20]=1)=[O:10])C1C=CC=CC=1, predict the reaction product. The product is: [C:28]([N:21]1[C:22]2[C:27](=[CH:26][CH:25]=[CH:24][CH:23]=2)[C:19]([NH:18][C:17]([N:12]2[CH2:13][C@H:14]([F:16])[CH2:15][C@H:11]2[C:9]([OH:10])=[O:8])=[O:31])=[CH:20]1)(=[O:30])[NH2:29]. (3) Given the reactants [CH:1]([O:4][C:5]1[CH:10]=[CH:9][C:8](O)=[CH:7][CH:6]=1)([CH3:3])[CH3:2].[Br:12][C:13]1[CH:18]=[CH:17][C:16](Br)=[CH:15][CH:14]=1.C([O-])([O-])=O.[K+].[K+].N1C=CC=CC=1, predict the reaction product. The product is: [CH:1]([O:4][C:5]1[CH:10]=[CH:9][C:8]([C:16]2[CH:17]=[CH:18][C:13]([Br:12])=[CH:14][CH:15]=2)=[CH:7][CH:6]=1)([CH3:3])[CH3:2]. (4) Given the reactants [C:1]([O:5][C:6](=[O:36])[NH:7][CH2:8][C:9]1[CH:14]=[CH:13][CH:12]=[C:11]([CH2:15][C@H:16]([O:32][CH:33]([CH3:35])[CH3:34])[C:17](N2[C@@H](CC3C=CC=CC=3)COC2=O)=[O:18])[CH:10]=1)([CH3:4])([CH3:3])[CH3:2].[OH:37]O.[OH-].[Li+].O, predict the reaction product. The product is: [C:1]([O:5][C:6]([NH:7][CH2:8][C:9]1[CH:10]=[C:11]([CH2:15][C@H:16]([O:32][CH:33]([CH3:35])[CH3:34])[C:17]([OH:18])=[O:37])[CH:12]=[CH:13][CH:14]=1)=[O:36])([CH3:2])([CH3:3])[CH3:4]. (5) Given the reactants [Cl:1][C:2]1[CH:7]=[CH:6][CH:5]=[CH:4][C:3]=1[CH2:8][CH2:9][O:10][C:11]1[CH:16]=[CH:15][C:14]([C:17]2[N:27]=[CH:26][CH:25]=[CH:24][C:18]=2[C:19]([O:21]CC)=[O:20])=[CH:13][C:12]=1[C:28]#[N:29].[OH-].[Na+].O, predict the reaction product. The product is: [Cl:1][C:2]1[CH:7]=[CH:6][CH:5]=[CH:4][C:3]=1[CH2:8][CH2:9][O:10][C:11]1[CH:16]=[CH:15][C:14]([C:17]2[N:27]=[CH:26][CH:25]=[CH:24][C:18]=2[C:19]([OH:21])=[O:20])=[CH:13][C:12]=1[C:28]#[N:29].